From a dataset of Reaction yield outcomes from USPTO patents with 853,638 reactions. Predict the reaction yield, written as a fraction of the theoretical maximum amount of product (1.0 means a 100% yield; for example, 0.34 means a 34% yield). The reactants are [NH2:1][C:2]1[CH:3]=[C:4]([CH:10]=[CH:11][C:12]=1[N:13]1[CH:17]=[CH:16][CH:15]=[CH:14]1)[C:5]([O:7][CH2:8][CH3:9])=[O:6].Cl[C:19](Cl)([O:21]C(=O)OC(Cl)(Cl)Cl)Cl.O. The catalyst is C1(C)C=CC=CC=1. The product is [O:21]=[C:19]1[NH:1][C:2]2[C:12](=[CH:11][CH:10]=[C:4]([C:5]([O:7][CH2:8][CH3:9])=[O:6])[CH:3]=2)[N:13]2[CH:17]=[CH:16][CH:15]=[C:14]12. The yield is 0.840.